Dataset: Full USPTO retrosynthesis dataset with 1.9M reactions from patents (1976-2016). Task: Predict the reactants needed to synthesize the given product. (1) Given the product [Br:19][C:5]1[CH:4]=[N:3][N:2]([CH3:1])[C:6]=1[C:7]1[CH:8]=[C:9]([C:15]([OH:17])=[O:16])[S:10][C:11]=1[CH2:12][CH2:13][CH3:14], predict the reactants needed to synthesize it. The reactants are: [CH3:1][N:2]1[C:6]([C:7]2[CH:8]=[C:9]([C:15]([O:17]C)=[O:16])[S:10][C:11]=2[CH2:12][CH2:13][CH3:14])=[CH:5][CH:4]=[N:3]1.[Br:19]N1C(=O)CCC1=O.[OH-].[Na+]. (2) The reactants are: P(Cl)(Cl)(Cl)=O.CN([CH:9]=[O:10])C.[OH:11][C:12]1[CH:13]=[C:14]([N:18]([CH2:25][CH2:26][C:27]([O:29][CH3:30])=[O:28])[CH2:19][CH2:20][C:21]([O:23][CH3:24])=[O:22])[CH:15]=[CH:16][CH:17]=1.O. Given the product [CH:9]([C:17]1[CH:16]=[CH:15][C:14]([N:18]([CH2:19][CH2:20][C:21]([O:23][CH3:24])=[O:22])[CH2:25][CH2:26][C:27]([O:29][CH3:30])=[O:28])=[CH:13][C:12]=1[OH:11])=[O:10], predict the reactants needed to synthesize it. (3) Given the product [CH3:17][C:3]1[CH:4]=[C:5]([C:9]2[N:14]=[CH:13][N:12]([CH3:15])[C:11](=[O:16])[CH:10]=2)[CH:6]=[C:7]([CH3:8])[C:2]=1[C:22]1[CH:21]=[CH:20][C:19]([F:18])=[C:27]2[C:23]=1[CH2:24][CH2:25][C@H:26]2[O:28][C:29]1[CH:42]=[CH:41][C:32]2[C@H:33]([CH2:36][C:37]([O:39][CH3:40])=[O:38])[CH2:34][O:35][C:31]=2[CH:30]=1, predict the reactants needed to synthesize it. The reactants are: I[C:2]1[C:7]([CH3:8])=[CH:6][C:5]([C:9]2[N:14]=[CH:13][N:12]([CH3:15])[C:11](=[O:16])[CH:10]=2)=[CH:4][C:3]=1[CH3:17].[F:18][C:19]1[CH:20]=[CH:21][C:22](B2OC(C)(C)C(C)(C)O2)=[C:23]2[C:27]=1[C@H:26]([O:28][C:29]1[CH:42]=[CH:41][C:32]3[C@H:33]([CH2:36][C:37]([O:39][CH3:40])=[O:38])[CH2:34][O:35][C:31]=3[CH:30]=1)[CH2:25][CH2:24]2.BrC1C=CC(F)=C2C=1CC[C@H]2OC1C=CC2[C@H](CC(OC)=O)COC=2C=1. (4) Given the product [CH:1]([S:14][CH2:15][CH2:16][N:17]1[CH2:22][CH2:21][N:20]([CH2:23][CH:24]([OH:58])[CH3:25])[CH2:19][CH2:18]1)([C:8]1[CH:13]=[CH:12][CH:11]=[CH:10][CH:9]=1)[C:2]1[CH:7]=[CH:6][CH:5]=[CH:4][CH:3]=1, predict the reactants needed to synthesize it. The reactants are: [CH:1]([S:14][CH2:15][CH2:16][N:17]1[CH2:22][CH2:21][N:20]([CH2:23][CH2:24][CH2:25]C2C=CC=CC=2)[CH2:19][CH2:18]1)([C:8]1[CH:13]=[CH:12][CH:11]=[CH:10][CH:9]=1)[C:2]1[CH:7]=[CH:6][CH:5]=[CH:4][CH:3]=1.C(SCCBr)(C1C=CC=CC=1)C1C=CC=CC=1.N1(CC([OH:58])C)CCNCC1.